This data is from Full USPTO retrosynthesis dataset with 1.9M reactions from patents (1976-2016). The task is: Predict the reactants needed to synthesize the given product. (1) Given the product [CH3:13][C:11]1[C:10]([CH:14]([CH2:19][CH2:20][CH3:21])[C:15]([O:17][CH3:18])=[O:16])=[C:9]([C:22]2[CH:27]=[CH:26][C:25]([CH3:28])=[CH:24][CH:23]=2)[N:8]=[C:7]([N:1]2[CH2:5][CH2:4][CH2:3][CH2:2]2)[N:12]=1, predict the reactants needed to synthesize it. The reactants are: [NH:1]1[CH2:5][CH2:4][CH2:3][CH2:2]1.Cl[C:7]1[N:12]=[C:11]([CH3:13])[C:10]([CH:14]([CH2:19][CH2:20][CH3:21])[C:15]([O:17][CH3:18])=[O:16])=[C:9]([C:22]2[CH:27]=[CH:26][C:25]([CH3:28])=[CH:24][CH:23]=2)[N:8]=1. (2) Given the product [C:1]([N:8]1[CH2:15][CH:14]([CH:16]2[CH2:21][CH2:20][CH2:19][CH2:18][CH2:17]2)[CH2:13][C@H:9]1[C:10]([OH:12])=[O:11])([O:3][C:4]([CH3:7])([CH3:6])[CH3:5])=[O:2], predict the reactants needed to synthesize it. The reactants are: [C:1]([N:8]1[CH2:15][CH:14]([C:16]2[CH:21]=[CH:20][CH:19]=[CH:18][CH:17]=2)[CH2:13][C@H:9]1[C:10]([OH:12])=[O:11])([O:3][C:4]([CH3:7])([CH3:6])[CH3:5])=[O:2]. (3) Given the product [CH3:1][O:2][C:3](=[O:27])[C:4]1[CH:9]=[C:8]([F:10])[C:7]([CH2:11][NH:12][CH:13]=[O:14])=[N:6][C:5]=1[NH:15][C:16]1[CH:21]=[CH:20][C:19]([Br:35])=[CH:18][C:17]=1[F:26], predict the reactants needed to synthesize it. The reactants are: [CH3:1][O:2][C:3](=[O:27])[C:4]1[CH:9]=[C:8]([F:10])[C:7]([CH2:11][NH:12][CH:13]=[O:14])=[N:6][C:5]=1[NH:15][C:16]1[CH:21]=[CH:20][C:19]([Si](C)(C)C)=[CH:18][C:17]=1[F:26].C1C(=O)N([Br:35])C(=O)C1. (4) Given the product [Cl:14][CH2:15][CH2:16][N:7]([CH2:8][CH2:11][Cl:1])[O:6][CH2:5][C:2]([OH:4])=[O:3], predict the reactants needed to synthesize it. The reactants are: [ClH:1].[C:2]([CH2:5][O:6][NH2:7])([OH:4])=[O:3].[C:8]([CH2:11]ON)(O)=O.[Cl:14][CH2:15][CH:16]=O.C([BH3-])#N.[Na+].C(O)(=O)C.